From a dataset of Peptide-MHC class I binding affinity with 185,985 pairs from IEDB/IMGT. Regression. Given a peptide amino acid sequence and an MHC pseudo amino acid sequence, predict their binding affinity value. This is MHC class I binding data. (1) The peptide sequence is FISTPPLVRLV. The MHC is Mamu-A02 with pseudo-sequence Mamu-A02. The binding affinity (normalized) is 0.188. (2) The peptide sequence is LCRTSCLQK. The MHC is HLA-A30:01 with pseudo-sequence HLA-A30:01. The binding affinity (normalized) is 0.333. (3) The MHC is HLA-B15:01 with pseudo-sequence HLA-B15:01. The peptide sequence is RQRAVRMVL. The binding affinity (normalized) is 0.359. (4) The peptide sequence is RQFPTAFEG. The MHC is Mamu-B52 with pseudo-sequence Mamu-B52. The binding affinity (normalized) is 0.588. (5) The peptide sequence is RPRGDNFAV. The MHC is HLA-B51:01 with pseudo-sequence HLA-B51:01. The binding affinity (normalized) is 0.149. (6) The peptide sequence is AYQATVCARA. The MHC is Patr-A0701 with pseudo-sequence Patr-A0701. The binding affinity (normalized) is 0.243. (7) The peptide sequence is KTFFWFNEV. The MHC is HLA-A30:02 with pseudo-sequence HLA-A30:02. The binding affinity (normalized) is 0.623. (8) The peptide sequence is SQHQHLAIM. The MHC is H-2-Db with pseudo-sequence H-2-Db. The binding affinity (normalized) is 0.384.